From a dataset of Reaction yield outcomes from USPTO patents with 853,638 reactions. Predict the reaction yield, written as a fraction of the theoretical maximum amount of product (1.0 means a 100% yield; for example, 0.34 means a 34% yield). (1) The reactants are Br[C:2]1[CH:3]=[C:4]([O:9][CH3:10])[CH:5]=[C:6]([Br:8])[CH:7]=1.[CH2:11]([S-:14])[CH2:12][CH3:13].[Na+]. No catalyst specified. The product is [Br:8][C:6]1[CH:7]=[C:2]([S:14][CH2:11][CH2:12][CH3:13])[CH:3]=[C:4]([O:9][CH3:10])[CH:5]=1. The yield is 0.390. (2) The reactants are [CH2:1]([C:4]([N:23]=C(C1C=CC=CC=1)C1C=CC=CC=1)([CH2:10][CH2:11][CH2:12][CH2:13][B:14]1[O:18][C:17]([CH3:20])([CH3:19])[C:16]([CH3:22])([CH3:21])[O:15]1)[C:5]([O:7][CH2:8][CH3:9])=[O:6])[CH:2]=[CH2:3].Cl. The catalyst is C(OCC)C. The product is [CH2:1]([C:4]([NH2:23])([CH2:10][CH2:11][CH2:12][CH2:13][B:14]1[O:15][C:16]([CH3:22])([CH3:21])[C:17]([CH3:20])([CH3:19])[O:18]1)[C:5]([O:7][CH2:8][CH3:9])=[O:6])[CH:2]=[CH2:3]. The yield is 0.940. (3) The reactants are [NH2:1][C:2]1[C:7]([F:8])=[CH:6][CH:5]=[CH:4][C:3]=1[NH:9][C:10]1[N:18]=[C:17]2[C:13]([N:14]=[C:15]([CH2:20][N:21]3[CH2:26][CH2:25][CH:24]([C:27]([OH:30])([CH3:29])[CH3:28])[CH2:23][CH2:22]3)[N:16]2[CH3:19])=[C:12]([N:31]2[CH2:36][CH2:35][O:34][CH2:33][CH2:32]2)[N:11]=1.[C:37](O)(=O)[CH2:38][CH3:39].CCN(C(C)C)C(C)C.CN(C(ON1N=NC2C=CC=NC1=2)=[N+](C)C)C.F[P-](F)(F)(F)(F)F. The catalyst is CN(C=O)C.O.C(O)(=O)C. The product is [CH2:38]([C:39]1[N:9]([C:10]2[N:18]=[C:17]3[C:13]([N:14]=[C:15]([CH2:20][N:21]4[CH2:22][CH2:23][CH:24]([C:27]([OH:30])([CH3:29])[CH3:28])[CH2:25][CH2:26]4)[N:16]3[CH3:19])=[C:12]([N:31]3[CH2:36][CH2:35][O:34][CH2:33][CH2:32]3)[N:11]=2)[C:3]2[CH:4]=[CH:5][CH:6]=[C:7]([F:8])[C:2]=2[N:1]=1)[CH3:37]. The yield is 0.520. (4) The reactants are [C:1]([C:5]1[N:10]=[C:9]([N:11]([CH3:19])[C:12]2[CH:17]=[CH:16][CH:15]=[CH:14][C:13]=2[CH3:18])[C:8]([C:20]#[N:21])=[CH:7][CH:6]=1)([CH3:4])([CH3:3])[CH3:2].[OH-:22].[K+]. The catalyst is CCO. The product is [C:1]([C:5]1[N:10]=[C:9]([N:11]([CH3:19])[C:12]2[CH:17]=[CH:16][CH:15]=[CH:14][C:13]=2[CH3:18])[C:8]([C:20]([NH2:21])=[O:22])=[CH:7][CH:6]=1)([CH3:4])([CH3:2])[CH3:3]. The yield is 0.300. (5) The reactants are [CH3:1][C:2]1[N:7]=[CH:6][C:5]([S:8]([NH2:11])(=[O:10])=[O:9])=[CH:4][CH:3]=1.C1C=C(Cl)C=C(C(OO)=[O:20])C=1. The catalyst is C(Cl)(Cl)Cl. The product is [NH2:11][S:8]([C:5]1[CH:4]=[CH:3][C:2]([CH3:1])=[N+:7]([O-:20])[CH:6]=1)(=[O:10])=[O:9]. The yield is 0.730. (6) The reactants are [C:1]([Si:5]([O:8][C:9]1[CH:14]=[C:13]([N+:15]([O-])=O)[CH:12]=[CH:11][C:10]=1[O:18][CH3:19])([CH3:7])[CH3:6])([CH3:4])([CH3:3])[CH3:2].[H][H]. The catalyst is C(OCC)(=O)C.[Pd]. The product is [Si:5]([O:8][C:9]1[CH:14]=[C:13]([NH2:15])[CH:12]=[CH:11][C:10]=1[O:18][CH3:19])([C:1]([CH3:4])([CH3:3])[CH3:2])([CH3:7])[CH3:6]. The yield is 0.740. (7) The reactants are [NH3:1].Cl[C:3]1[N:8]=[C:7]([C:9]2[CH:14]=[CH:13][CH:12]=[C:11]([C:15]([F:18])([F:17])[F:16])[N:10]=2)[N:6]=[C:5]([NH:19][C:20]2[CH:25]=[CH:24][N:23]=[C:22]([C:26]([F:29])([F:28])[F:27])[CH:21]=2)[N:4]=1. The catalyst is C1COCC1. The product is [F:16][C:15]([F:18])([F:17])[C:11]1[N:10]=[C:9]([C:7]2[N:6]=[C:5]([NH:19][C:20]3[CH:25]=[CH:24][N:23]=[C:22]([C:26]([F:29])([F:28])[F:27])[CH:21]=3)[N:4]=[C:3]([NH2:1])[N:8]=2)[CH:14]=[CH:13][CH:12]=1. The yield is 0.820. (8) The reactants are C([N:8]1[CH2:13][CH2:12][CH2:11][C@H:10]([O:14][C:15]2[C:27]([CH:28]3[CH2:30][CH2:29]3)=[CH:26][C:18]([C:19]([O:21][C:22]([CH3:25])([CH3:24])[CH3:23])=[O:20])=[C:17]([F:31])[CH:16]=2)[C@@H:9]1[CH3:32])C1C=CC=CC=1.C([O-])=O.[NH4+]. The catalyst is CO.[Pd]. The product is [CH:28]1([C:27]2[C:15]([O:14][C@H:10]3[CH2:11][CH2:12][CH2:13][NH:8][C@H:9]3[CH3:32])=[CH:16][C:17]([F:31])=[C:18]([CH:26]=2)[C:19]([O:21][C:22]([CH3:25])([CH3:24])[CH3:23])=[O:20])[CH2:30][CH2:29]1. The yield is 0.810. (9) The reactants are Cl[C:2]1[N:7]=[C:6]([NH:8][C@H:9]([CH3:12])[CH2:10][OH:11])[C:5]([C:13]2[S:14][CH:15]=[CH:16][CH:17]=2)=[CH:4][N:3]=1.[NH2:18][C:19]1[CH:24]=[CH:23][C:22]([S:25]([C:33]2[CH:38]=[CH:37]C=CC=2)(=[N:27][C:28]([O:30][CH2:31][CH3:32])=[O:29])=[O:26])=[CH:21][CH:20]=1. No catalyst specified. The product is [CH2:31]([O:30][C:28]([N:27]=[S:25]([C:22]1[CH:21]=[CH:20][C:19]([NH:18][C:2]2[N:7]=[C:6]([NH:8][C@H:9]([CH3:12])[CH2:10][OH:11])[C:5]([C:13]3[S:14][CH:15]=[CH:16][CH:17]=3)=[CH:4][N:3]=2)=[CH:24][CH:23]=1)([CH:33]1[CH2:38][CH2:37]1)=[O:26])=[O:29])[CH3:32]. The yield is 0.430. (10) The reactants are [C:1]([C:3]1[CH:8]=[CH:7][C:6]([C:9]2[S:13][C:12]([C:14]([OH:16])=O)=[C:11]([NH:17][C:18]([NH:20][C:21]3[C:26]([Cl:27])=[CH:25][CH:24]=[CH:23][C:22]=3[Cl:28])=[O:19])[CH:10]=2)=[CH:5][CH:4]=1)#[N:2].CN(C(ON1N=NC2C=CC=NC1=2)=[N+](C)C)C.F[P-](F)(F)(F)(F)F.CCN(C(C)C)C(C)C.Cl.[NH2:63][C@@H:64]([CH:69]1[CH2:74][CH2:73][CH2:72][CH2:71][CH2:70]1)[C:65]([O:67][CH3:68])=[O:66]. The catalyst is CN(C=O)C. The product is [C:1]([C:3]1[CH:4]=[CH:5][C:6]([C:9]2[S:13][C:12]([C:14]([NH:63][C@@H:64]([CH:69]3[CH2:74][CH2:73][CH2:72][CH2:71][CH2:70]3)[C:65]([O:67][CH3:68])=[O:66])=[O:16])=[C:11]([NH:17][C:18]([NH:20][C:21]3[C:22]([Cl:28])=[CH:23][CH:24]=[CH:25][C:26]=3[Cl:27])=[O:19])[CH:10]=2)=[CH:7][CH:8]=1)#[N:2]. The yield is 0.650.